Dataset: Catalyst prediction with 721,799 reactions and 888 catalyst types from USPTO. Task: Predict which catalyst facilitates the given reaction. (1) Reactant: O=[CH:2][C:3]1[CH:11]=[CH:10][C:8]([OH:9])=[C:5]([O:6][CH3:7])[CH:4]=1.[C:12]([O-:15])(=[O:14])[CH3:13].[Na+].[C:17](OC(=O)C)(=[O:19])[CH3:18]. Product: [C:17]([O:9][C:8]1[CH:10]=[CH:11][C:3](/[CH:2]=[CH:13]/[C:12]([OH:15])=[O:14])=[CH:4][C:5]=1[O:6][CH3:7])(=[O:19])[CH3:18]. The catalyst class is: 17. (2) Reactant: [C:1]1([S:7](Cl)(=[O:9])=[O:8])[CH:6]=[CH:5][CH:4]=[CH:3][CH:2]=1.[CH3:11][O:12][C:13]1[CH:14]=[C:15](/[CH:25]=[CH:26]/[C:27]2[N:41]=[C:30]3[CH:31]([CH:35]4[CH2:40][CH2:39][NH:38][CH2:37][CH2:36]4)[CH2:32][CH2:33][CH2:34][N:29]3[N:28]=2)[CH:16]=[CH:17][C:18]=1[N:19]1[CH:23]=[C:22]([CH3:24])[N:21]=[CH:20]1.O.C(OCC)(=O)C. Product: [C:1]1([S:7]([N:38]2[CH2:39][CH2:40][CH:35]([CH:31]3[CH2:32][CH2:33][CH2:34][N:29]4[N:28]=[C:27](/[CH:26]=[CH:25]/[C:15]5[CH:16]=[CH:17][C:18]([N:19]6[CH:23]=[C:22]([CH3:24])[N:21]=[CH:20]6)=[C:13]([O:12][CH3:11])[CH:14]=5)[N:41]=[C:30]34)[CH2:36][CH2:37]2)(=[O:9])=[O:8])[CH:6]=[CH:5][CH:4]=[CH:3][CH:2]=1. The catalyst class is: 2.